This data is from Catalyst prediction with 721,799 reactions and 888 catalyst types from USPTO. The task is: Predict which catalyst facilitates the given reaction. (1) Reactant: [C:1]([C:3]1[CH:11]=[C:10]([C:12]([OH:14])=[O:13])[C:9]([CH3:15])=[C:8]2[C:4]=1[C:5]1[CH2:19][CH2:18][O:17][C:16]([CH2:23][C:24]([O:26]CC)=[O:25])([CH2:20][CH2:21][CH3:22])[C:6]=1[NH:7]2)#[N:2].[OH-].[Na+].Cl. Product: [C:24]([CH2:23][C:16]1([CH2:20][CH2:21][CH3:22])[C:6]2[NH:7][C:8]3[C:4]([C:5]=2[CH2:19][CH2:18][O:17]1)=[C:3]([C:1]#[N:2])[CH:11]=[C:10]([C:12]([OH:14])=[O:13])[C:9]=3[CH3:15])([OH:26])=[O:25]. The catalyst class is: 14. (2) Reactant: [C:1](O)([C:3]([F:6])([F:5])[F:4])=[O:2].[NH:8]1[CH2:11][CH:10]([C:12]2[N:17]=[CH:16][C:15]([N:18]([CH3:29])[C:19]3[N:24]=[CH:23][C:22]4[N:25]=[CH:26][N:27]([CH3:28])[C:21]=4[CH:20]=3)=[C:14]([CH2:30][CH3:31])[CH:13]=2)[CH2:9]1. Product: [CH2:30]([C:14]1[C:15]([N:18]([CH3:29])[C:19]2[N:24]=[CH:23][C:22]3[N:25]=[CH:26][N:27]([CH3:28])[C:21]=3[CH:20]=2)=[CH:16][N:17]=[C:12]([CH:10]2[CH2:11][N:8]([C:1](=[O:2])[C:3]([F:6])([F:5])[F:4])[CH2:9]2)[CH:13]=1)[CH3:31]. The catalyst class is: 34. (3) Reactant: [OH:1][C:2]1[C:3]([C:8]([OH:10])=[O:9])=[N:4][CH:5]=[CH:6][CH:7]=1.OS(O)(=O)=O.[C:16]([O-])([O-])=O.[Na+].[Na+]. Product: [OH:1][C:2]1[C:3]([C:8]([O:10][CH3:16])=[O:9])=[N:4][CH:5]=[CH:6][CH:7]=1. The catalyst class is: 5. (4) Reactant: [C:1]([C:3]1[CH:8]=[CH:7][CH:6]=[CH:5][C:4]=1[S:9]([N:12]([CH2:32][CH3:33])[CH2:13][CH2:14][CH2:15][NH:16][C:17](=[O:31])[C@H:18]([CH2:27][CH:28]([CH3:30])[CH3:29])[NH:19][C:20](OC(C)(C)C)=[O:21])(=[O:11])=[O:10])#[N:2].Cl.O1CCOCC1.[S:41]1[C:45]2[CH:46]=[CH:47][CH:48]=[CH:49][C:44]=2[CH:43]=[C:42]1C(O)=O.C1C=CC2N(O)N=NC=2C=1.CCN=C=NCCCN(C)C.Cl.C(N(CC)CC)C. Product: [C:1]([C:3]1[CH:8]=[CH:7][CH:6]=[CH:5][C:4]=1[S:9]([N:12]([CH2:32][CH3:33])[CH2:13][CH2:14][CH2:15][NH:16][C:17]([C@@H:18]([NH:19][C:20]([C:42]1[S:41][C:45]2[CH:46]=[CH:47][CH:48]=[CH:49][C:44]=2[CH:43]=1)=[O:21])[CH2:27][CH:28]([CH3:29])[CH3:30])=[O:31])(=[O:10])=[O:11])#[N:2]. The catalyst class is: 512. (5) Reactant: [CH2:1]([N:8]1[C:16](Br)=[N:15][C:14]2[C:9]1=[N:10][CH:11]=[N:12][C:13]=2[NH2:18])[C:2]1[CH:7]=[CH:6][CH:5]=[CH:4][CH:3]=1.[NH2:19][CH2:20][CH2:21][P:22](=[O:25])([O-:24])[O-:23].[OH-].[Na+]. Product: [CH2:1]([N:8]1[C:16]([NH:19][CH2:20][CH2:21][P:22]([OH:25])([OH:24])=[O:23])=[N:15][C:14]2[C:9]1=[N:10][CH:11]=[N:12][C:13]=2[NH2:18])[C:2]1[CH:7]=[CH:6][CH:5]=[CH:4][CH:3]=1. The catalyst class is: 40. (6) Reactant: C([Li])CCC.CCCCCC.Br[C:13]1[CH:18]=[CH:17][C:16]([N:19]2[CH2:24][CH2:23][O:22][CH2:21][CH2:20]2)=[CH:15][CH:14]=1.[Br:25][C:26]1[CH:37]=[CH:36][C:29]([C:30](N(OC)C)=[O:31])=[CH:28][CH:27]=1. Product: [Br:25][C:26]1[CH:37]=[CH:36][C:29]([C:30]([C:13]2[CH:18]=[CH:17][C:16]([N:19]3[CH2:24][CH2:23][O:22][CH2:21][CH2:20]3)=[CH:15][CH:14]=2)=[O:31])=[CH:28][CH:27]=1. The catalyst class is: 7. (7) Reactant: [NH2:1][C:2]1[CH:3]=[C:4]([NH:9][S:10]([N:13]2[CH2:18][CH2:17][O:16][CH2:15][CH2:14]2)(=[O:12])=[O:11])[C:5]([Cl:8])=[N:6][CH:7]=1.F[C:20]1[C:25]([C:26]2[N:31]=[C:30]([CH3:32])[N:29]=[C:28]([NH2:33])[N:27]=2)=[CH:24][C:23]([O:34][CH3:35])=[CH:22][N:21]=1.C[Si]([N-][Si](C)(C)C)(C)C.[Na+]. Product: [NH2:33][C:28]1[N:29]=[C:30]([CH3:32])[N:31]=[C:26]([C:25]2[C:20]([NH:1][C:2]3[CH:3]=[C:4]([NH:9][S:10]([N:13]4[CH2:18][CH2:17][O:16][CH2:15][CH2:14]4)(=[O:12])=[O:11])[C:5]([Cl:8])=[N:6][CH:7]=3)=[N:21][CH:22]=[C:23]([O:34][CH3:35])[CH:24]=2)[N:27]=1. The catalyst class is: 3. (8) Reactant: [C:1]([Br:6])(=O)[C:2](Br)=[O:3].[BrH:7].[CH3:8][NH:9][CH:10]([CH3:13])[C:11]#[N:12]. Product: [Br:6][C:1]1[C:2](=[O:3])[N:9]([CH3:8])[C:10]([CH3:13])=[C:11]([Br:7])[N:12]=1. The catalyst class is: 306.